Dataset: Catalyst prediction with 721,799 reactions and 888 catalyst types from USPTO. Task: Predict which catalyst facilitates the given reaction. (1) Reactant: [NH:1]1[C:9]2[C:4](=[CH:5][CH:6]=[CH:7][CH:8]=2)[C:3]([CH:10]2[CH2:15][CH2:14][N:13]([CH2:16][CH2:17][O:18][C:19]3[CH:28]=[CH:27][CH:26]=[CH:25][C:20]=3[C:21]([O:23][CH3:24])=[O:22])[CH2:12][CH2:11]2)=[CH:2]1.[H-].[Na+].[CH2:31]([O:33][CH2:34][CH2:35]Br)[CH3:32]. Product: [CH2:31]([O:33][CH2:34][CH2:35][N:1]1[C:9]2[C:4](=[CH:5][CH:6]=[CH:7][CH:8]=2)[C:3]([CH:10]2[CH2:15][CH2:14][N:13]([CH2:16][CH2:17][O:18][C:19]3[CH:28]=[CH:27][CH:26]=[CH:25][C:20]=3[C:21]([O:23][CH3:24])=[O:22])[CH2:12][CH2:11]2)=[CH:2]1)[CH3:32]. The catalyst class is: 3. (2) Reactant: [CH3:1][C:2]1([CH3:10])[CH2:7][O:6][CH:5]([CH2:8][OH:9])[O:4][CH2:3]1.[H-].[Na+].Cl[C:14]1[CH:19]=[CH:18][N+:17]([O-:20])=[C:16]([CH3:21])[C:15]=1[CH3:22]. Product: [CH3:1][C:2]1([CH3:10])[CH2:7][O:6][CH:5]([CH2:8][O:9][C:14]2[CH:19]=[CH:18][N+:17]([O-:20])=[C:16]([CH3:21])[C:15]=2[CH3:22])[O:4][CH2:3]1. The catalyst class is: 16. (3) Reactant: [NH2:1][C:2]1[N:15]([CH2:16][CH2:17][CH2:18][O:19][CH3:20])[C:5]2=[N:6][CH:7]=[C:8]([C:10]([O:12]CC)=[O:11])[CH:9]=[C:4]2[N:3]=1.O.[OH-].[Li+].Cl.[O:25]1[CH2:30][CH2:29]OCC1. Product: [C:7]([C:8]1[CH:10]=[C:29]([CH:5]=[CH:4][CH:9]=1)[C:30]([NH:1][C:2]1[N:15]([CH2:16][CH2:17][CH2:18][O:19][CH3:20])[C:5]2=[N:6][CH:7]=[C:8]([C:10]([OH:12])=[O:11])[CH:9]=[C:4]2[N:3]=1)=[O:25])#[N:6]. The catalyst class is: 238. (4) Reactant: C[O:2][C:3]([C:5]1[CH:6]=[CH:7][CH:8]=[C:9]2[C:14]=1[N:13]=[CH:12][N:11]=[C:10]2[NH:15][CH2:16][C:17]1[CH:22]=[CH:21][CH:20]=[C:19]([N:23]([C:25](=[O:34])[C:26]2[CH:31]=[CH:30][C:29]([O:32][CH3:33])=[CH:28][CH:27]=2)[CH3:24])[CH:18]=1)=O.[NH3:35]. Product: [CH3:33][O:32][C:29]1[CH:28]=[CH:27][C:26]([C:25]([N:23]([CH3:24])[C:19]2[CH:18]=[C:17]([CH:22]=[CH:21][CH:20]=2)[CH2:16][NH:15][C:10]2[C:9]3[C:14](=[C:5]([C:3]([NH2:35])=[O:2])[CH:6]=[CH:7][CH:8]=3)[N:13]=[CH:12][N:11]=2)=[O:34])=[CH:31][CH:30]=1. The catalyst class is: 5. (5) Reactant: [OH:1][C:2]1[C:11]2[C:6](=[CH:7][CH:8]=[CH:9][CH:10]=2)[C:5]([NH:15][O:16][CH3:17])([CH2:12][CH2:13][CH3:14])[C:4](=[O:18])[C:3]=1[C:19]1[NH:24][C:23]2[CH:25]=[CH:26][C:27]([NH:29][S:30]([CH3:33])(=[O:32])=[O:31])=[CH:28][C:22]=2[S:21](=[O:35])(=[O:34])[N:20]=1.C(N(CC)C(C)C)(C)C.[C:45](Cl)(=[O:47])[CH3:46]. Product: [OH:1][C:2]1[C:11]2[C:6](=[CH:7][CH:8]=[CH:9][CH:10]=2)[C:5]([N:15]([O:16][CH3:17])[C:45](=[O:47])[CH3:46])([CH2:12][CH2:13][CH3:14])[C:4](=[O:18])[C:3]=1[C:19]1[NH:24][C:23]2[CH:25]=[CH:26][C:27]([NH:29][S:30]([CH3:33])(=[O:32])=[O:31])=[CH:28][C:22]=2[S:21](=[O:35])(=[O:34])[N:20]=1. The catalyst class is: 7. (6) Reactant: C([O:3][C:4](=[O:27])[CH2:5][C:6]1[CH:11]=[CH:10][CH:9]=[C:8]([O:12][C:13]2[CH:18]=[CH:17][C:16]([Br:19])=[CH:15][C:14]=2[CH2:20][N:21]2[CH2:25][CH2:24][CH2:23][C:22]2=[O:26])[CH:7]=1)C.[OH-].[Li+]. Product: [Br:19][C:16]1[CH:17]=[CH:18][C:13]([O:12][C:8]2[CH:7]=[C:6]([CH2:5][C:4]([OH:27])=[O:3])[CH:11]=[CH:10][CH:9]=2)=[C:14]([CH2:20][N:21]2[CH2:25][CH2:24][CH2:23][C:22]2=[O:26])[CH:15]=1. The catalyst class is: 38.